Dataset: Full USPTO retrosynthesis dataset with 1.9M reactions from patents (1976-2016). Task: Predict the reactants needed to synthesize the given product. (1) Given the product [Cl:1][C:2]1[CH:3]=[CH:4][C:5]([C:8]([NH:10][C:11]2[CH:12]=[CH:13][C:14]3[CH2:20][CH2:19][CH2:18][C:17]([CH2:21][OH:22])=[C:16]([CH3:25])[C:15]=3[CH:26]=2)=[O:9])=[N:6][CH:7]=1, predict the reactants needed to synthesize it. The reactants are: [Cl:1][C:2]1[CH:3]=[CH:4][C:5]([C:8]([NH:10][C:11]2[CH:12]=[CH:13][C:14]3[CH2:20][CH2:19][CH2:18][C:17]([C:21](OC)=[O:22])=[C:16]([CH3:25])[C:15]=3[CH:26]=2)=[O:9])=[N:6][CH:7]=1.CC(C[AlH]CC(C)C)C.C1COCC1. (2) Given the product [N:1]1[CH:6]=[CH:5][CH:4]=[CH:3][C:2]=1[S:7][S:8][CH2:9][CH2:10][CH:11]([S:15]([OH:18])(=[O:17])=[O:16])[C:12]([OH:14])=[O:13], predict the reactants needed to synthesize it. The reactants are: [N:1]1[CH:6]=[CH:5][CH:4]=[CH:3][C:2]=1[S:7][S:8][CH2:9][CH2:10][CH2:11][C:12]([OH:14])=[O:13].[S:15](Cl)(=[O:18])(=[O:17])[OH:16].CCN(C(C)C)C(C)C. (3) Given the product [Cl:19][C:20]1[CH:21]=[CH:22][C:23]([F:29])=[C:24]([CH:28]=1)[C:25]([NH:1][CH2:2][C:3]1[N:4]=[CH:5][C:6]([C:9]([NH:11][CH2:12][C:13]2[S:17][C:16]([CH3:18])=[N:15][CH:14]=2)=[O:10])=[N:7][CH:8]=1)=[O:26], predict the reactants needed to synthesize it. The reactants are: [NH2:1][CH2:2][C:3]1[N:4]=[CH:5][C:6]([C:9]([NH:11][CH2:12][C:13]2[S:17][C:16]([CH3:18])=[N:15][CH:14]=2)=[O:10])=[N:7][CH:8]=1.[Cl:19][C:20]1[CH:21]=[CH:22][C:23]([F:29])=[C:24]([CH:28]=1)[C:25](O)=[O:26].C(N(CC)CC)C. (4) Given the product [NH2:7][C@@H:8]1[CH2:9][CH2:10][C@H:11]([O:14][C:15]2[CH:16]=[C:17]3[C:22](=[CH:23][CH:24]=2)[C:21](=[O:25])[NH:20][CH:19]=[CH:18]3)[CH2:12][CH2:13]1, predict the reactants needed to synthesize it. The reactants are: C(OC(=O)[NH:7][C@H:8]1[CH2:13][CH2:12][C@@H:11]([O:14][C:15]2[CH:16]=[C:17]3[C:22](=[CH:23][CH:24]=2)[C:21](=[O:25])[NH:20][CH:19]=[CH:18]3)[CH2:10][CH2:9]1)(C)(C)C. (5) Given the product [Cl:40][C:7]1[CH:8]=[C:9]2[C:4](=[CH:5][CH:6]=1)[O:3][C:2]1([CH2:1][CH2:10][CH2:11]1)[CH2:13][CH:39]2[NH:37][C:36](=[O:50])[CH2:35][CH2:34][C:22]1[C:23]2[C:18](=[CH:17][CH:16]=[CH:15][CH:14]=2)[CH:19]=[CH:20][CH:21]=1, predict the reactants needed to synthesize it. The reactants are: [CH3:1][C:2]1([CH3:13])[CH2:11][CH:10](N)[C:9]2[C:4](=[CH:5][CH:6]=[CH:7][CH:8]=2)[O:3]1.[CH:14]1[C:23]2[C:18](=[CH:19][CH:20]=[CH:21][CH:22]=2)[CH:17]=[CH:16][C:15]=1CCC(O)=O.CCN=C=N[CH2:34][CH2:35][CH2:36][N:37]([CH3:39])C.[ClH:40].C1C=CC2N([OH:50])N=NC=2C=1.C(N(CC)CC)C.